The task is: Regression. Given a peptide amino acid sequence and an MHC pseudo amino acid sequence, predict their binding affinity value. This is MHC class II binding data.. This data is from Peptide-MHC class II binding affinity with 134,281 pairs from IEDB. (1) The peptide sequence is LKDARSTHNDEIMRM. The MHC is DRB1_0101 with pseudo-sequence DRB1_0101. The binding affinity (normalized) is 0.0677. (2) The peptide sequence is KKKCDTLLCDIGESSSS. The MHC is HLA-DQA10201-DQB10303 with pseudo-sequence HLA-DQA10201-DQB10303. The binding affinity (normalized) is 0.284. (3) The peptide sequence is AAAGAEAGKATTEEQ. The MHC is DRB3_0101 with pseudo-sequence DRB3_0101. The binding affinity (normalized) is 0. (4) The peptide sequence is CYSKSRRRVMIQSSG. The MHC is DRB1_0101 with pseudo-sequence DRB1_0101. The binding affinity (normalized) is 0.426. (5) The peptide sequence is AAATAGTTVYGAQAA. The MHC is HLA-DPA10103-DPB10401 with pseudo-sequence HLA-DPA10103-DPB10401. The binding affinity (normalized) is 0.